This data is from Reaction yield outcomes from USPTO patents with 853,638 reactions. The task is: Predict the reaction yield, written as a fraction of the theoretical maximum amount of product (1.0 means a 100% yield; for example, 0.34 means a 34% yield). (1) The reactants are [H-].[Na+].[CH2:3]([O:10][C:11]([N:13]([CH2:15][C:16]1[NH:17][C:18]2[C:23]([CH:24]=1)=[CH:22][CH:21]=[CH:20][CH:19]=2)[CH3:14])=[O:12])[C:4]1[CH:9]=[CH:8][CH:7]=[CH:6][CH:5]=1.[CH2:25](I)[CH3:26]. The catalyst is CN(C=O)C.O. The product is [CH2:3]([O:10][C:11]([N:13]([CH2:15][C:16]1[N:17]([CH2:25][CH3:26])[C:18]2[C:23]([CH:24]=1)=[CH:22][CH:21]=[CH:20][CH:19]=2)[CH3:14])=[O:12])[C:4]1[CH:5]=[CH:6][CH:7]=[CH:8][CH:9]=1. The yield is 0.870. (2) The reactants are Br[C:2]1[S:3][C:4](Br)=[CH:5][N:6]=1.[CH3:8][O:9][C:10]1[CH:15]=[CH:14][C:13](B(O)O)=[CH:12][CH:11]=1.ClCCl.CO.[CH3:24][CH2:25][CH2:26][CH2:27][CH2:28][CH3:29].[C:30](OCC)(=[O:32])C. No catalyst specified. The product is [CH3:8][O:9][C:10]1[CH:15]=[CH:14][C:13]([C:2]2[S:3][C:4]([C:26]3[CH:25]=[CH:24][C:29]([O:32][CH3:30])=[CH:28][CH:27]=3)=[CH:5][N:6]=2)=[CH:12][CH:11]=1. The yield is 0.100. (3) The reactants are [O-]P([O-])([O-])=O.[K+].[K+].[K+].[CH2:9]([NH:16][C:17]([NH2:19])=[O:18])[C:10]1[CH:15]=[CH:14][CH:13]=[CH:12][CH:11]=1.Br[C:21]1[CH:22]=[C:23]([CH:25]=[CH:26][CH:27]=1)[NH2:24].CNCCNC. The catalyst is [Cu]I.O1CCOCC1. The product is [CH2:9]([NH:16][C:17]([NH:19][C:21]1[CH:27]=[CH:26][CH:25]=[C:23]([NH2:24])[CH:22]=1)=[O:18])[C:10]1[CH:15]=[CH:14][CH:13]=[CH:12][CH:11]=1. The yield is 0.770. (4) The reactants are [F:1][C:2]([F:28])([C:18]1[CH:19]=[N:20][C:21]([C:24]([F:27])([F:26])[F:25])=[CH:22][CH:23]=1)[CH2:3][N:4]1[CH2:9][CH2:8][CH:7]([NH:10]C(=O)OC(C)(C)C)[CH2:6][CH2:5]1.C(O)(C(F)(F)F)=O. The catalyst is C(Cl)Cl. The product is [F:28][C:2]([F:1])([C:18]1[CH:19]=[N:20][C:21]([C:24]([F:25])([F:26])[F:27])=[CH:22][CH:23]=1)[CH2:3][N:4]1[CH2:9][CH2:8][CH:7]([NH2:10])[CH2:6][CH2:5]1. The yield is 1.00. (5) The reactants are [CH2:1]([C:3]1([C:13]2[C:21]3[C:16](=[C:17]([NH2:22])[CH:18]=[CH:19][CH:20]=3)[NH:15][CH:14]=2)[C:11]2[C:6](=[CH:7][C:8]([F:12])=[CH:9][CH:10]=2)[CH2:5][CH2:4]1)[CH3:2].Cl[C:24]([O:26][CH3:27])=[O:25]. The catalyst is N1C=CC=CC=1.CCOCC. The product is [CH3:27][O:26][C:24](=[O:25])[NH:22][C:17]1[CH:18]=[CH:19][CH:20]=[C:21]2[C:16]=1[NH:15][CH:14]=[C:13]2[C:3]1([CH2:1][CH3:2])[C:11]2[C:6](=[CH:7][C:8]([F:12])=[CH:9][CH:10]=2)[CH2:5][CH2:4]1. The yield is 0.360.